Predict which catalyst facilitates the given reaction. From a dataset of Catalyst prediction with 721,799 reactions and 888 catalyst types from USPTO. Reactant: [F:1][C:2]1[CH:8]=[CH:7][C:5]([NH2:6])=[CH:4][C:3]=1[N+:9]([O-:11])=[O:10].N1C=CC=CC=1.[CH2:18]([S:21](Cl)(=[O:23])=[O:22])[CH2:19][CH3:20]. Product: [F:1][C:2]1[CH:8]=[CH:7][C:5]([NH:6][S:21]([CH2:18][CH2:19][CH3:20])(=[O:23])=[O:22])=[CH:4][C:3]=1[N+:9]([O-:11])=[O:10]. The catalyst class is: 325.